This data is from Forward reaction prediction with 1.9M reactions from USPTO patents (1976-2016). The task is: Predict the product of the given reaction. (1) Given the reactants Cl[C:2]1[N:7]2[N:8]=[C:9]([C:23]3[CH:28]=[CH:27][C:26]([O:29][CH3:30])=[CH:25][CH:24]=3)[C:10]([C:11]3[CH:16]=[CH:15][N:14]=[C:13]([NH:17][CH:18]4[CH2:22][CH2:21][CH2:20][CH2:19]4)[N:12]=3)=[C:6]2[CH:5]=[CH:4][CH:3]=1.[NH2:31][CH2:32][CH2:33][N:34]1[CH2:39][CH2:38][O:37][CH2:36][CH2:35]1.C(OCC)(=O)C.CCCCCC, predict the reaction product. The product is: [CH:18]1([NH:17][C:13]2[N:12]=[C:11]([C:10]3[C:9]([C:23]4[CH:28]=[CH:27][C:26]([O:29][CH3:30])=[CH:25][CH:24]=4)=[N:8][N:7]4[C:2]([NH:31][CH2:32][CH2:33][N:34]5[CH2:39][CH2:38][O:37][CH2:36][CH2:35]5)=[CH:3][CH:4]=[CH:5][C:6]=34)[CH:16]=[CH:15][N:14]=2)[CH2:19][CH2:20][CH2:21][CH2:22]1. (2) Given the reactants O1CCCCC1[O:7][C:8]1[CH:9]=[C:10]([C:14]23[CH2:21][CH2:20][C:17]([CH2:22][CH2:23][CH:24]4[CH2:26][CH:25]4[C:27]([O:29][CH3:30])=[O:28])([CH2:18][CH2:19]2)[CH2:16][O:15]3)[CH:11]=[CH:12][CH:13]=1.CC1C=CC(S([O-])(=O)=O)=CC=1.C1C=C[NH+]=CC=1.CCOC(C)=O.CCCCCC, predict the reaction product. The product is: [OH:7][C:8]1[CH:9]=[C:10]([C:14]23[CH2:21][CH2:20][C:17]([CH2:22][CH2:23][CH:24]4[CH2:26][CH:25]4[C:27]([O:29][CH3:30])=[O:28])([CH2:18][CH2:19]2)[CH2:16][O:15]3)[CH:11]=[CH:12][CH:13]=1. (3) The product is: [OH:18][CH:10]1[CH:11]([C:14]([O:16][CH3:17])=[O:15])[CH2:12][CH2:13][NH:8][CH2:9]1. Given the reactants C([N:8]1[CH2:13][CH2:12][CH:11]([C:14]([O:16][CH3:17])=[O:15])[CH:10]([OH:18])[CH2:9]1)C1C=CC=CC=1, predict the reaction product. (4) Given the reactants [C:1]([C:3]1[CH:8]=[CH:7][CH:6]=[CH:5][C:4]=1[C:9]1[CH:14]=[CH:13][C:12]([C:15](OCC)=O)=[CH:11][C:10]=1[O:20][CH3:21])#[N:2].[BH4-].[Li+].[C:24]([O:27][CH2:28][CH3:29])(=[O:26])[CH3:25].[Cl-].[NH4+], predict the reaction product. The product is: [C:1]([C:3]1[CH:8]=[CH:7][CH:6]=[CH:5][C:4]=1[C:9]1[CH:14]=[CH:13][C:12]([CH2:15][CH:25]([C:10](=[O:20])[CH2:9][CH2:4][CH3:3])[C:24]([O:27][CH2:28][CH3:29])=[O:26])=[CH:11][C:10]=1[O:20][CH3:21])#[N:2]. (5) Given the reactants [Br:1][C:2]1[CH:3]=[C:4]2[N:10]([S:11]([C:14]3[CH:20]=[CH:19][C:17]([CH3:18])=[CH:16][CH:15]=3)(=[O:13])=[O:12])[CH:9]=[CH:8][C:5]2=[N:6][CH:7]=1.ClC1C=CC=C(C(OO)=[O:29])C=1, predict the reaction product. The product is: [Br:1][C:2]1[CH:3]=[C:4]2[N:10]([S:11]([C:14]3[CH:20]=[CH:19][C:17]([CH3:18])=[CH:16][CH:15]=3)(=[O:13])=[O:12])[CH:9]=[CH:8][C:5]2=[N+:6]([O-:29])[CH:7]=1. (6) Given the reactants [F:1][C:2]1[CH:10]=[CH:9][C:8]([N+:11]([O-:13])=[O:12])=[CH:7][C:3]=1[C:4](Cl)=[O:5].C(N(CC)CC)C.[F:21][C:22]1[CH:23]=[C:24]([C:34](=[O:36])[CH3:35])[CH:25]=[CH:26][C:27]=1[N:28]1[CH2:33][CH2:32][NH:31][CH2:30][CH2:29]1, predict the reaction product. The product is: [F:21][C:22]1[CH:23]=[C:24]([C:34](=[O:36])[CH3:35])[CH:25]=[CH:26][C:27]=1[N:28]1[CH2:33][CH2:32][N:31]([C:4](=[O:5])[C:3]2[CH:7]=[C:8]([N+:11]([O-:13])=[O:12])[CH:9]=[CH:10][C:2]=2[F:1])[CH2:30][CH2:29]1.